Predict the reactants needed to synthesize the given product. From a dataset of Full USPTO retrosynthesis dataset with 1.9M reactions from patents (1976-2016). Given the product [ClH:60].[ClH:60].[ClH:60].[CH3:43][N:29]([CH3:28])[CH2:30][CH2:31][CH2:32][O:33][C:34]1[CH:41]=[CH:40][C:37]([CH2:38][N:17]2[CH2:16][CH2:15][CH:14]([NH:13][C:10]3[C:11]4[C:6](=[CH:5][CH:4]=[C:3]([O:2][CH3:1])[CH:12]=4)[C:7]([C:20]4[CH:25]=[CH:24][C:23]([O:26][CH3:27])=[CH:22][CH:21]=4)=[N:8][N:9]=3)[CH2:19][CH2:18]2)=[CH:36][C:35]=1[F:42], predict the reactants needed to synthesize it. The reactants are: [CH3:1][O:2][C:3]1[CH:12]=[C:11]2[C:6]([C:7]([C:20]3[CH:25]=[CH:24][C:23]([O:26][CH3:27])=[CH:22][CH:21]=3)=[N:8][N:9]=[C:10]2[NH:13][CH:14]2[CH2:19][CH2:18][NH:17][CH2:16][CH2:15]2)=[CH:5][CH:4]=1.[CH3:28][N:29]([CH3:43])[CH2:30][CH2:31][CH2:32][O:33][C:34]1[CH:41]=[CH:40][C:37]([CH:38]=O)=[CH:36][C:35]=1[F:42].C(O[BH-](OC(=O)C)OC(=O)C)(=O)C.[Na+].[OH-].[Na+].[Cl:60]CCCl.